This data is from Catalyst prediction with 721,799 reactions and 888 catalyst types from USPTO. The task is: Predict which catalyst facilitates the given reaction. (1) Reactant: [C:1]([C:5]1[NH:6][C:7]2[C:12]([CH:13]=1)=[CH:11][CH:10]=[CH:9][CH:8]=2)([CH3:4])([CH3:3])[CH3:2].[BH4-].[Na+].O. Product: [C:1]([CH:5]1[CH2:13][C:12]2[C:7](=[CH:8][CH:9]=[CH:10][CH:11]=2)[NH:6]1)([CH3:4])([CH3:2])[CH3:3]. The catalyst class is: 52. (2) Reactant: [CH3:1][N:2]1[C:6]2[CH:7]=[CH:8][CH:9]=[CH:10][C:5]=2[N:4]=[C:3]1[NH2:11].Br[CH2:13][C:14]([C:16]1[CH:21]=[CH:20][C:19]([Br:22])=[CH:18][CH:17]=1)=[O:15].CN(C)C=O.[BH4-].[Na+]. Product: [Br:22][C:19]1[CH:20]=[CH:21][C:16]([CH:14]([OH:15])[CH2:13][N:4]2[C:5]3[CH:10]=[CH:9][CH:8]=[CH:7][C:6]=3[N:2]([CH3:1])[C:3]2=[NH:11])=[CH:17][CH:18]=1. The catalyst class is: 32. (3) Reactant: Cl.[CH3:2][N:3]([CH3:33])[C:4]([C:6]1[N:27]([CH:28]2[CH2:32][CH2:31][CH2:30][CH2:29]2)[C:9]2[N:10]=[C:11]([NH:14][C:15]3[CH:20]=[CH:19][C:18]([N:21]4[CH2:26][CH2:25][NH:24][CH2:23][CH2:22]4)=[CH:17][N:16]=3)[N:12]=[CH:13][C:8]=2[CH:7]=1)=[O:5].C(=O)([O-])[O-].[K+].[K+].Br[CH2:41][CH2:42][F:43]. Product: [CH3:2][N:3]([CH3:33])[C:4]([C:6]1[N:27]([CH:28]2[CH2:32][CH2:31][CH2:30][CH2:29]2)[C:9]2[N:10]=[C:11]([NH:14][C:15]3[CH:20]=[CH:19][C:18]([N:21]4[CH2:22][CH2:23][N:24]([CH2:41][CH2:42][F:43])[CH2:25][CH2:26]4)=[CH:17][N:16]=3)[N:12]=[CH:13][C:8]=2[CH:7]=1)=[O:5]. The catalyst class is: 444. (4) Reactant: [CH2:1]([N:8]1[CH2:14][CH2:13][CH2:12][O:11][CH2:10][C:9]1=[O:15])[C:2]1[CH:7]=[CH:6][CH:5]=[CH:4][CH:3]=1.[Li+].CC([N-]C(C)C)C.[F:24][C:25]1[CH:32]=[CH:31][C:28]([CH2:29]Br)=[CH:27][CH:26]=1. Product: [CH2:1]([N:8]1[CH2:14][CH2:13][CH2:12][O:11][CH:10]([CH2:29][C:28]2[CH:31]=[CH:32][C:25]([F:24])=[CH:26][CH:27]=2)[C:9]1=[O:15])[C:2]1[CH:3]=[CH:4][CH:5]=[CH:6][CH:7]=1. The catalyst class is: 1. (5) Reactant: C(N[CH:5]([CH3:7])[CH3:6])(C)C.[CH2:8]([Li])[CH2:9][CH2:10][CH3:11].[CH3:13][CH2:8][CH2:9][CH2:10][CH2:11][CH3:13].[F:19][C:20]1[CH:25]=[C:24]([CH3:26])[CH:23]=[CH:22][N:21]=1.[OH2:27]. Product: [F:19][C:20]1[CH:25]=[C:24]([CH2:26][C:8]([C:9]2[CH:10]=[CH:11][CH:7]=[C:5]([CH3:6])[CH:13]=2)=[O:27])[CH:23]=[CH:22][N:21]=1. The catalyst class is: 7. (6) Reactant: [Si]([O:8][CH2:9][CH2:10][O:11][C:12]1[C:16]([CH3:17])=[C:15]([NH:18][C:19]([NH:21][C@H:22]2[C@H:26]([C:27]3[CH:32]=[CH:31][C:30]([F:33])=[C:29]([F:34])[CH:28]=3)[CH2:25][N:24]([CH2:35][CH2:36][O:37][CH3:38])[CH2:23]2)=[O:20])[N:14]([C:39]2[CH:44]=[CH:43][CH:42]=[CH:41][CH:40]=2)[N:13]=1)(C(C)(C)C)(C)C.[ClH:45]. Product: [ClH:45].[F:34][C:29]1[CH:28]=[C:27]([C@@H:26]2[CH2:25][N:24]([CH2:35][CH2:36][O:37][CH3:38])[CH2:23][C@H:22]2[NH:21][C:19]([NH:18][C:15]2[N:14]([C:39]3[CH:40]=[CH:41][CH:42]=[CH:43][CH:44]=3)[N:13]=[C:12]([O:11][CH2:10][CH2:9][OH:8])[C:16]=2[CH3:17])=[O:20])[CH:32]=[CH:31][C:30]=1[F:33]. The catalyst class is: 2. (7) Reactant: [NH:1]1[C:5]2[CH:6]=[CH:7][CH:8]=[CH:9][C:4]=2[N:3]=[C:2]1[CH:10]([NH:12][C:13]([NH2:15])=[S:14])[CH3:11].[O-]CC.[Na+].[C:20]([CH2:22][C:23](OCC)=[O:24])#[N:21].S(=O)(=O)(O)O. Product: [NH2:21][C:20]1[N:12]([CH:10]([C:2]2[NH:3][C:4]3[CH:9]=[CH:8][CH:7]=[CH:6][C:5]=3[N:1]=2)[CH3:11])[C:13](=[S:14])[NH:15][C:23](=[O:24])[CH:22]=1. The catalyst class is: 88.